From a dataset of Forward reaction prediction with 1.9M reactions from USPTO patents (1976-2016). Predict the product of the given reaction. (1) Given the reactants [Se](=O)=O.C([O:8]O)(C)(C)C.[CH2:10]([O:17][N:18]1[C:23]2[N:24]=[CH:25][N:26]=[C:27]([CH3:28])[C:22]=2[C:21]([OH:29])=[C:20]([C:30]([O:32][CH2:33][CH3:34])=[O:31])[C:19]1=[O:35])[C:11]1[CH:16]=[CH:15][CH:14]=[CH:13][CH:12]=1, predict the reaction product. The product is: [CH2:10]([O:17][N:18]1[C:23]2[N:24]=[CH:25][N:26]=[C:27]([CH:28]=[O:8])[C:22]=2[C:21]([OH:29])=[C:20]([C:30]([O:32][CH2:33][CH3:34])=[O:31])[C:19]1=[O:35])[C:11]1[CH:16]=[CH:15][CH:14]=[CH:13][CH:12]=1. (2) The product is: [C:1]1([CH2:7][CH2:8][C:9]2[C:17]3[O:16][CH:15]([CH2:18][NH2:19])[CH2:14][C:13]=3[CH:12]=[CH:11][CH:10]=2)[CH:6]=[CH:5][CH:4]=[CH:3][CH:2]=1. Given the reactants [C:1]1(/[CH:7]=[CH:8]/[C:9]2[C:17]3[O:16][CH:15]([CH2:18][N:19]=[N+]=[N-])[CH2:14][C:13]=3[CH:12]=[CH:11][CH:10]=2)[CH:6]=[CH:5][CH:4]=[CH:3][CH:2]=1, predict the reaction product.